Dataset: NCI-60 drug combinations with 297,098 pairs across 59 cell lines. Task: Regression. Given two drug SMILES strings and cell line genomic features, predict the synergy score measuring deviation from expected non-interaction effect. (1) Synergy scores: CSS=0.820, Synergy_ZIP=0.782, Synergy_Bliss=1.13, Synergy_Loewe=0.153, Synergy_HSA=-0.663. Drug 1: CS(=O)(=O)C1=CC(=C(C=C1)C(=O)NC2=CC(=C(C=C2)Cl)C3=CC=CC=N3)Cl. Cell line: SN12C. Drug 2: CC1=C(C=C(C=C1)C(=O)NC2=CC(=CC(=C2)C(F)(F)F)N3C=C(N=C3)C)NC4=NC=CC(=N4)C5=CN=CC=C5. (2) Drug 1: C1CC(=O)NC(=O)C1N2CC3=C(C2=O)C=CC=C3N. Drug 2: CC1C(C(CC(O1)OC2CC(OC(C2O)C)OC3=CC4=CC5=C(C(=O)C(C(C5)C(C(=O)C(C(C)O)O)OC)OC6CC(C(C(O6)C)O)OC7CC(C(C(O7)C)O)OC8CC(C(C(O8)C)O)(C)O)C(=C4C(=C3C)O)O)O)O. Cell line: SK-MEL-5. Synergy scores: CSS=2.84, Synergy_ZIP=1.20, Synergy_Bliss=2.79, Synergy_Loewe=-0.289, Synergy_HSA=1.14. (3) Drug 1: COCCOC1=C(C=C2C(=C1)C(=NC=N2)NC3=CC=CC(=C3)C#C)OCCOC.Cl. Drug 2: N.N.Cl[Pt+2]Cl. Cell line: RPMI-8226. Synergy scores: CSS=53.8, Synergy_ZIP=4.62, Synergy_Bliss=3.08, Synergy_Loewe=8.75, Synergy_HSA=7.47. (4) Drug 1: C1C(C(OC1N2C=NC3=C(N=C(N=C32)Cl)N)CO)O. Drug 2: CC(C)NC(=O)C1=CC=C(C=C1)CNNC.Cl. Cell line: LOX IMVI. Synergy scores: CSS=30.9, Synergy_ZIP=-8.36, Synergy_Bliss=-3.42, Synergy_Loewe=-10.9, Synergy_HSA=-5.21. (5) Synergy scores: CSS=40.4, Synergy_ZIP=-3.61, Synergy_Bliss=-7.02, Synergy_Loewe=-32.0, Synergy_HSA=-7.27. Drug 2: C1CC(=O)NC(=O)C1N2C(=O)C3=CC=CC=C3C2=O. Drug 1: C1CN1C2=NC(=NC(=N2)N3CC3)N4CC4. Cell line: NCIH23. (6) Drug 1: CC12CCC(CC1=CCC3C2CCC4(C3CC=C4C5=CN=CC=C5)C)O. Drug 2: CS(=O)(=O)C1=CC(=C(C=C1)C(=O)NC2=CC(=C(C=C2)Cl)C3=CC=CC=N3)Cl. Cell line: HT29. Synergy scores: CSS=12.8, Synergy_ZIP=-1.77, Synergy_Bliss=6.17, Synergy_Loewe=0.804, Synergy_HSA=3.56. (7) Drug 2: CC1=C2C(C(=O)C3(C(CC4C(C3C(C(C2(C)C)(CC1OC(=O)C(C(C5=CC=CC=C5)NC(=O)C6=CC=CC=C6)O)O)OC(=O)C7=CC=CC=C7)(CO4)OC(=O)C)O)C)OC(=O)C. Cell line: OVCAR3. Synergy scores: CSS=64.4, Synergy_ZIP=-3.33, Synergy_Bliss=-4.16, Synergy_Loewe=-5.72, Synergy_HSA=-1.06. Drug 1: CCC1=CC2CC(C3=C(CN(C2)C1)C4=CC=CC=C4N3)(C5=C(C=C6C(=C5)C78CCN9C7C(C=CC9)(C(C(C8N6C)(C(=O)OC)O)OC(=O)C)CC)OC)C(=O)OC.C(C(C(=O)O)O)(C(=O)O)O. (8) Drug 1: CS(=O)(=O)C1=CC(=C(C=C1)C(=O)NC2=CC(=C(C=C2)Cl)C3=CC=CC=N3)Cl. Drug 2: C1=C(C(=O)NC(=O)N1)F. Cell line: 786-0. Synergy scores: CSS=25.3, Synergy_ZIP=-3.06, Synergy_Bliss=-4.02, Synergy_Loewe=-6.02, Synergy_HSA=-0.478. (9) Drug 1: CC1=C(N=C(N=C1N)C(CC(=O)N)NCC(C(=O)N)N)C(=O)NC(C(C2=CN=CN2)OC3C(C(C(C(O3)CO)O)O)OC4C(C(C(C(O4)CO)O)OC(=O)N)O)C(=O)NC(C)C(C(C)C(=O)NC(C(C)O)C(=O)NCCC5=NC(=CS5)C6=NC(=CS6)C(=O)NCCC[S+](C)C)O. Drug 2: N.N.Cl[Pt+2]Cl. Cell line: SW-620. Synergy scores: CSS=21.2, Synergy_ZIP=-7.28, Synergy_Bliss=1.11, Synergy_Loewe=-1.61, Synergy_HSA=1.51. (10) Drug 1: CC1=C2C(C(=O)C3(C(CC4C(C3C(C(C2(C)C)(CC1OC(=O)C(C(C5=CC=CC=C5)NC(=O)OC(C)(C)C)O)O)OC(=O)C6=CC=CC=C6)(CO4)OC(=O)C)OC)C)OC. Drug 2: COC1=NC(=NC2=C1N=CN2C3C(C(C(O3)CO)O)O)N. Cell line: SNB-19. Synergy scores: CSS=39.2, Synergy_ZIP=2.26, Synergy_Bliss=0.904, Synergy_Loewe=-31.5, Synergy_HSA=-1.21.